This data is from NCI-60 drug combinations with 297,098 pairs across 59 cell lines. The task is: Regression. Given two drug SMILES strings and cell line genomic features, predict the synergy score measuring deviation from expected non-interaction effect. (1) Drug 1: CNC(=O)C1=CC=CC=C1SC2=CC3=C(C=C2)C(=NN3)C=CC4=CC=CC=N4. Drug 2: CCC1(CC2CC(C3=C(CCN(C2)C1)C4=CC=CC=C4N3)(C5=C(C=C6C(=C5)C78CCN9C7C(C=CC9)(C(C(C8N6C)(C(=O)OC)O)OC(=O)C)CC)OC)C(=O)OC)O.OS(=O)(=O)O. Cell line: SK-OV-3. Synergy scores: CSS=34.1, Synergy_ZIP=-2.15, Synergy_Bliss=0.181, Synergy_Loewe=-28.2, Synergy_HSA=-1.23. (2) Drug 1: COC1=C(C=C2C(=C1)N=CN=C2NC3=CC(=C(C=C3)F)Cl)OCCCN4CCOCC4. Drug 2: C1C(C(OC1N2C=NC(=NC2=O)N)CO)O. Cell line: A498. Synergy scores: CSS=30.4, Synergy_ZIP=-3.02, Synergy_Bliss=0.849, Synergy_Loewe=-1.07, Synergy_HSA=0.942.